Dataset: Reaction yield outcomes from USPTO patents with 853,638 reactions. Task: Predict the reaction yield, written as a fraction of the theoretical maximum amount of product (1.0 means a 100% yield; for example, 0.34 means a 34% yield). (1) The reactants are [C:1]1([CH:7]2[O:11][C@H:10]([C:12](OCC)=[O:13])[C@@H:9]([C:17](OCC)=[O:18])[O:8]2)[CH:6]=[CH:5][CH:4]=[CH:3][CH:2]=1.[BH4-].[Na+]. The catalyst is C(O)C. The product is [OH:13][CH2:12][C@@H:10]1[C@@H:9]([CH2:17][OH:18])[O:8][CH:7]([C:1]2[CH:6]=[CH:5][CH:4]=[CH:3][CH:2]=2)[O:11]1. The yield is 0.956. (2) The reactants are Br[C:2]1[CH:7]=[CH:6][C:5]([O:8][CH3:9])=[C:4]([CH2:10][CH3:11])[CH:3]=1.[Li]CCCC.CCCCCC.CN([CH:26]=[O:27])C. The product is [CH2:10]([C:4]1[CH:3]=[C:2]([CH:7]=[CH:6][C:5]=1[O:8][CH3:9])[CH:26]=[O:27])[CH3:11]. The catalyst is C1COCC1. The yield is 0.420. (3) The reactants are [Br:1][C:2]1[O:3][C:4](Br)=[CH:5][CH:6]=1.C([Li])CCC.[Cl:13][C:14]1[N:19]=[CH:18][CH:17]=[CH:16][N:15]=1.C(C1C(=O)C(Cl)=C(Cl)C(=O)C=1C#N)#N. The catalyst is C(OCC)C.CCOC(C)=O. The product is [Br:1][C:2]1[O:3][C:4]([C:16]2[CH:17]=[CH:18][N:19]=[C:14]([Cl:13])[N:15]=2)=[CH:5][CH:6]=1. The yield is 0.402. (4) The reactants are [Br:1]N1C(C)(C)C(=O)N(Br)C1=O.[CH3:12][C:13]1[C:21]([N+:22]([O-:24])=[O:23])=[CH:20][CH:19]=[CH:18][C:14]=1[C:15]([OH:17])=[O:16]. The catalyst is OS(O)(=O)=O. The product is [Br:1][C:19]1[CH:20]=[C:21]([N+:22]([O-:24])=[O:23])[C:13]([CH3:12])=[C:14]([CH:18]=1)[C:15]([OH:17])=[O:16]. The yield is 0.982.